Dataset: Full USPTO retrosynthesis dataset with 1.9M reactions from patents (1976-2016). Task: Predict the reactants needed to synthesize the given product. (1) Given the product [CH2:14]([N:9]1[CH:10]=[C:11]([CH3:12])[C@H:5]2[CH2:4][CH2:3][C@H:2]([CH3:1])[C@H:6]2[C:7]1=[O:8])[CH2:15][CH3:16], predict the reactants needed to synthesize it. The reactants are: [CH3:1][CH:2]1[CH:6]2[C:7]([NH:9][CH:10]=[C:11]([CH3:12])[CH:5]2[CH2:4][CH2:3]1)=[O:8].I[CH2:14][CH2:15][CH3:16]. (2) Given the product [CH2:42]([C:40]1[C:38](=[O:39])[NH:37][C:35](=[O:36])[N:34]([CH:41]=1)[C@@H:11]1[O:12][C@H:13]([CH2:24][OH:25])[C@@H:14]([OH:15])[C@H:10]1[OH:9])[CH3:43], predict the reactants needed to synthesize it. The reactants are: C([O:9][C@@H:10]1[C@H:14]([O:15]C(=O)C2C=CC=CC=2)[C@@H:13]([CH2:24][O:25]C(=O)C2C=CC=CC=2)[O:12][C@H:11]1[N:34]1[CH:41]=[C:40]([CH2:42][CH3:43])[C:38](=[O:39])[NH:37][C:35]1=[O:36])(=O)C1C=CC=CC=1.C[O-].[Na+]. (3) Given the product [Cl:1][C:2]1[CH:7]=[CH:6][C:5]([S:8]([N:11]([CH2:21][C:22]2[CH:23]=[CH:24][C:25]([C:28]([F:29])([F:30])[F:31])=[CH:26][CH:27]=2)[C@H:12]2[CH2:16][CH2:15][CH2:14][C@H:13]2[C:17]([NH2:19])=[O:18])(=[O:9])=[O:10])=[CH:4][CH:3]=1, predict the reactants needed to synthesize it. The reactants are: [Cl:1][C:2]1[CH:7]=[CH:6][C:5]([S:8]([NH:11][C@H:12]2[CH2:16][CH2:15][CH2:14][C@H:13]2[C:17]([NH2:19])=[O:18])(=[O:10])=[O:9])=[CH:4][CH:3]=1.Br[CH2:21][C:22]1[CH:27]=[CH:26][C:25]([C:28]([F:31])([F:30])[F:29])=[CH:24][CH:23]=1. (4) Given the product [Br:20][C:21]1[CH:26]=[C:25]([Cl:27])[CH:24]=[CH:23][C:22]=1[O:28][C@@H:11]([CH3:18])[CH2:12][CH2:13][OH:14], predict the reactants needed to synthesize it. The reactants are: C1(C)C=CC(S(O[C@H:11]([CH3:18])[CH2:12][CH2:13][O:14]C(=O)C)(=O)=O)=CC=1.[Br:20][C:21]1[CH:26]=[C:25]([Cl:27])[CH:24]=[CH:23][C:22]=1[OH:28].C(=O)([O-])[O-].[Cs+].[Cs+].C(=O)([O-])[O-].[K+].[K+]. (5) Given the product [Cl:3][C:19]1[CH2:20][CH2:21][N:16]([C:14]([O:13][CH2:11][CH3:12])=[O:15])[CH2:17][C:18]=1[CH:9]=[O:10], predict the reactants needed to synthesize it. The reactants are: O=P(Cl)(Cl)[Cl:3].CN([CH:9]=[O:10])C.[CH2:11]([O:13][C:14]([N:16]1[CH2:21][CH2:20][CH2:19][CH2:18][C:17]1=O)=[O:15])[CH3:12].C([O-])(=O)C.[Na+]. (6) Given the product [C:1]([C:3]1[C:4]2[N:13]([CH:14]3[CH2:18][CH2:17][CH2:16][CH2:15]3)[CH:12]=[C:11]([C:19]3[CH:20]=[C:21]([C:24]([NH2:26])=[O:25])[S:22][CH:23]=3)[C:5]=2[C:6](=[O:9])[NH:7][CH:8]=1)#[N:2], predict the reactants needed to synthesize it. The reactants are: [C:1]([C:3]1[C:4]2[N:13]([CH:14]3[CH2:18][CH2:17][CH2:16][CH2:15]3)[CH:12]=[C:11]([C:19]3[CH:20]=[C:21]([C:24]([NH2:26])=[O:25])[S:22][CH:23]=3)[C:5]=2[C:6]([O:9]C)=[N:7][CH:8]=1)#[N:2].[I-].[Na+].Cl[Si](C)(C)C.O. (7) Given the product [Br:17][C:18]1[S:26][C:25]2[C:24]([C:27]#[N:28])=[CH:23][N:22]=[C:21]([O:1][C@H:2]3[CH2:7][CH2:6][CH2:5][N:4]([C:8]([O:10][C:11]([CH3:14])([CH3:13])[CH3:12])=[O:9])[CH2:3]3)[C:20]=2[CH:19]=1, predict the reactants needed to synthesize it. The reactants are: [OH:1][C@H:2]1[CH2:7][CH2:6][CH2:5][N:4]([C:8]([O:10][C:11]([CH3:14])([CH3:13])[CH3:12])=[O:9])[CH2:3]1.[H-].[Na+].[Br:17][C:18]1[S:26][C:25]2[C:24]([C:27]#[N:28])=[CH:23][N:22]=[C:21](Cl)[C:20]=2[CH:19]=1.